This data is from Forward reaction prediction with 1.9M reactions from USPTO patents (1976-2016). The task is: Predict the product of the given reaction. Given the reactants CS(O[CH:6]1[CH2:9][C:8]2([CH2:13][CH2:12][N:11]([C:14]([O:16][C:17]([CH3:20])([CH3:19])[CH3:18])=[O:15])[CH2:10]2)[CH2:7]1)(=O)=O.[N-:21]=[N+:22]=[N-:23].[Na+], predict the reaction product. The product is: [N:21]([CH:6]1[CH2:9][C:8]2([CH2:13][CH2:12][N:11]([C:14]([O:16][C:17]([CH3:20])([CH3:19])[CH3:18])=[O:15])[CH2:10]2)[CH2:7]1)=[N+:22]=[N-:23].